Dataset: NCI-60 drug combinations with 297,098 pairs across 59 cell lines. Task: Regression. Given two drug SMILES strings and cell line genomic features, predict the synergy score measuring deviation from expected non-interaction effect. (1) Drug 1: CS(=O)(=O)OCCCCOS(=O)(=O)C. Drug 2: CC(C)(C#N)C1=CC(=CC(=C1)CN2C=NC=N2)C(C)(C)C#N. Cell line: SNB-75. Synergy scores: CSS=3.09, Synergy_ZIP=0.143, Synergy_Bliss=2.02, Synergy_Loewe=-0.535, Synergy_HSA=-0.380. (2) Drug 1: C1=CC(=C2C(=C1NCCNCCO)C(=O)C3=C(C=CC(=C3C2=O)O)O)NCCNCCO. Drug 2: C1=NC(=NC(=O)N1C2C(C(C(O2)CO)O)O)N. Cell line: SF-295. Synergy scores: CSS=63.0, Synergy_ZIP=1.11, Synergy_Bliss=2.95, Synergy_Loewe=-14.0, Synergy_HSA=4.68. (3) Drug 1: CN(CC1=CN=C2C(=N1)C(=NC(=N2)N)N)C3=CC=C(C=C3)C(=O)NC(CCC(=O)O)C(=O)O. Drug 2: C1CC(=O)NC(=O)C1N2C(=O)C3=CC=CC=C3C2=O. Cell line: SF-295. Synergy scores: CSS=53.0, Synergy_ZIP=14.3, Synergy_Bliss=10.7, Synergy_Loewe=-37.8, Synergy_HSA=9.13. (4) Drug 1: CC1C(C(CC(O1)OC2CC(CC3=C2C(=C4C(=C3O)C(=O)C5=C(C4=O)C(=CC=C5)OC)O)(C(=O)C)O)N)O.Cl. Drug 2: C1=C(C(=O)NC(=O)N1)F. Cell line: OVCAR3. Synergy scores: CSS=71.0, Synergy_ZIP=2.44, Synergy_Bliss=5.63, Synergy_Loewe=9.71, Synergy_HSA=10.0. (5) Drug 1: C1=NC2=C(N1)C(=S)N=C(N2)N. Drug 2: CC1=C2C(C(=O)C3(C(CC4C(C3C(C(C2(C)C)(CC1OC(=O)C(C(C5=CC=CC=C5)NC(=O)OC(C)(C)C)O)O)OC(=O)C6=CC=CC=C6)(CO4)OC(=O)C)O)C)O. Cell line: SW-620. Synergy scores: CSS=33.0, Synergy_ZIP=-10.6, Synergy_Bliss=-7.69, Synergy_Loewe=-30.4, Synergy_HSA=-3.93. (6) Drug 1: CC12CCC3C(C1CCC2O)C(CC4=C3C=CC(=C4)O)CCCCCCCCCS(=O)CCCC(C(F)(F)F)(F)F. Drug 2: CCC1(C2=C(COC1=O)C(=O)N3CC4=CC5=C(C=CC(=C5CN(C)C)O)N=C4C3=C2)O.Cl. Cell line: T-47D. Synergy scores: CSS=10.1, Synergy_ZIP=2.41, Synergy_Bliss=3.88, Synergy_Loewe=-24.8, Synergy_HSA=4.44. (7) Drug 1: C1C(C(OC1N2C=NC3=C(N=C(N=C32)Cl)N)CO)O. Drug 2: CC1=C(C(=O)C2=C(C1=O)N3CC4C(C3(C2COC(=O)N)OC)N4)N. Cell line: SR. Synergy scores: CSS=85.0, Synergy_ZIP=0.988, Synergy_Bliss=1.14, Synergy_Loewe=0.422, Synergy_HSA=2.30. (8) Drug 1: CC1=C(C(CCC1)(C)C)C=CC(=CC=CC(=CC(=O)O)C)C. Drug 2: CC1=C(C(=O)C2=C(C1=O)N3CC4C(C3(C2COC(=O)N)OC)N4)N. Cell line: CAKI-1. Synergy scores: CSS=38.6, Synergy_ZIP=7.45, Synergy_Bliss=3.55, Synergy_Loewe=-30.4, Synergy_HSA=-2.11. (9) Drug 1: CCCS(=O)(=O)NC1=C(C(=C(C=C1)F)C(=O)C2=CNC3=C2C=C(C=N3)C4=CC=C(C=C4)Cl)F. Drug 2: CN(CCCl)CCCl.Cl. Cell line: SF-295. Synergy scores: CSS=7.12, Synergy_ZIP=-2.42, Synergy_Bliss=-1.51, Synergy_Loewe=-3.49, Synergy_HSA=-2.08.